Predict the reactants needed to synthesize the given product. From a dataset of Full USPTO retrosynthesis dataset with 1.9M reactions from patents (1976-2016). (1) Given the product [CH3:42][S:43]([N:32]1[CH2:31][CH2:30][N:29]([CH2:28][CH2:27][NH:26][C:7]2[C:6]3[O:5][CH2:4][CH2:3][N:2]([CH3:1])[C:11]=3[C:10]3=[N:12][N:13]=[C:14]([C:15]4[CH:20]=[CH:19][CH:18]=[C:17]([O:21][C:22]([F:23])([F:25])[F:24])[CH:16]=4)[N:9]3[N:8]=2)[CH2:34][CH2:33]1)(=[O:45])=[O:44], predict the reactants needed to synthesize it. The reactants are: [CH3:1][N:2]1[C:11]2[C:10]3=[N:12][N:13]=[C:14]([C:15]4[CH:20]=[CH:19][CH:18]=[C:17]([O:21][C:22]([F:25])([F:24])[F:23])[CH:16]=4)[N:9]3[N:8]=[C:7]([NH:26][CH2:27][CH2:28][N:29]3[CH2:34][CH2:33][NH:32][CH2:31][CH2:30]3)[C:6]=2[O:5][CH2:4][CH2:3]1.C(N(CC)CC)C.[CH3:42][S:43](Cl)(=[O:45])=[O:44]. (2) Given the product [NH2:10][C:11]1[C:12]([C:18]([NH:20][C:21]2[CH:22]=[CH:23][CH:24]=[CH:25][CH:26]=2)=[O:19])=[N:13][C:14]([O:7][C:1]2[CH:6]=[CH:5][CH:4]=[CH:3][CH:2]=2)=[CH:15][N:16]=1, predict the reactants needed to synthesize it. The reactants are: [C:1]1([OH:7])[CH:6]=[CH:5][CH:4]=[CH:3][CH:2]=1.[H-].[Na+].[NH2:10][C:11]1[C:12]([C:18]([NH:20][C:21]2[CH:26]=[CH:25][CH:24]=[CH:23][CH:22]=2)=[O:19])=[N:13][C:14](Br)=[CH:15][N:16]=1. (3) Given the product [Cl:1][C:2]1[CH:7]=[C:6]([S:8]([N:11]([CH2:17][C:18]2[CH:23]=[CH:22][C:21]([O:24][CH3:25])=[CH:20][C:19]=2[O:26][CH3:27])[C:12]2[S:13][CH:14]=[N:15][N:16]=2)(=[O:9])=[O:10])[C:5]([F:28])=[CH:4][C:3]=1[O:29][C:30]1[CH:35]=[CH:34][C:33]([C:36]2[CH:41]=[CH:40][CH:39]=[CH:38][C:37]=2[C:42]([F:43])([F:44])[F:45])=[CH:32][C:31]=1[C:46]1[N:53]([CH:55]2[CH2:56][N:57]([C:59]([O:61][C:62]([CH3:65])([CH3:64])[CH3:63])=[O:60])[CH2:58]2)[N:54]=[CH:48][CH:47]=1, predict the reactants needed to synthesize it. The reactants are: [Cl:1][C:2]1[C:3]([O:29][C:30]2[CH:35]=[CH:34][C:33]([C:36]3[CH:41]=[CH:40][CH:39]=[CH:38][C:37]=3[C:42]([F:45])([F:44])[F:43])=[CH:32][C:31]=2[C:46](=O)/[CH:47]=[CH:48]/N(C)C)=[CH:4][C:5]([F:28])=[C:6]([S:8]([N:11]([CH2:17][C:18]2[CH:23]=[CH:22][C:21]([O:24][CH3:25])=[CH:20][C:19]=2[O:26][CH3:27])[C:12]2[S:13][CH:14]=[N:15][N:16]=2)(=[O:10])=[O:9])[CH:7]=1.[NH:53]([CH:55]1[CH2:58][N:57]([C:59]([O:61][C:62]([CH3:65])([CH3:64])[CH3:63])=[O:60])[CH2:56]1)[NH2:54].C(=O)([O-])O.[Na+]. (4) Given the product [C:1]1([N:7]2[C:11]([C:12]3[C:13](=[O:38])[C:14]4[O:37][CH2:36][CH2:35][C:15]=4[N:16]([C:18]4[CH:23]=[CH:22][C:21]([N:24]5[CH:28]=[CH:27][CH:26]=[N:25]5)=[CH:20][C:19]=4[O:29][CH2:30][C:31]([F:32])([F:33])[F:34])[N:17]=3)=[CH:10][CH:9]=[N:8]2)[CH:2]=[CH:3][CH:4]=[CH:5][CH:6]=1, predict the reactants needed to synthesize it. The reactants are: [C:1]1([N:7]2[C:11]([C:12]3[C:13](=[O:38])[C:14]4[O:37][CH:36]=[CH:35][C:15]=4[N:16]([C:18]4[CH:23]=[CH:22][C:21]([N:24]5[CH:28]=[CH:27][CH:26]=[N:25]5)=[CH:20][C:19]=4[O:29][CH2:30][C:31]([F:34])([F:33])[F:32])[N:17]=3)=[CH:10][CH:9]=[N:8]2)[CH:6]=[CH:5][CH:4]=[CH:3][CH:2]=1. (5) Given the product [S:1]1[CH:5]=[CH:4][CH:3]=[C:2]1[C:6]1[CH:11]=[CH:10][N:9]=[C:8]2[N:12]([C@@H:15]3[O:29][C@H:28]([CH2:30][OH:31])[C@@H:17]([OH:18])[CH2:16]3)[CH:13]=[N:14][C:7]=12, predict the reactants needed to synthesize it. The reactants are: [S:1]1[CH:5]=[CH:4][CH:3]=[C:2]1[C:6]1[CH:11]=[CH:10][N:9]=[C:8]2[N:12]([C@@H:15]3[O:29][C@H:28]([CH2:30][O:31]C(C4C(C)=CC=CC=4)=O)[C@@H:17]([O:18]C(C4C(C)=CC=CC=4)=O)[CH2:16]3)[CH:13]=[N:14][C:7]=12. (6) Given the product [CH:8]1[C:9]2[NH:10][C:11]3[C:16](=[CH:15][CH:14]=[CH:13][CH:12]=3)[C:17]=2[C:5]([O:4][CH2:3][C@H:2]([OH:1])[CH2:18][NH:24][CH2:23][C:22]2[CH:25]=[CH:26][C:27]([O:29][CH3:30])=[CH:28][C:21]=2[O:20][CH3:19])=[CH:6][CH:7]=1, predict the reactants needed to synthesize it. The reactants are: [O:1]1[CH2:18][C@@H:2]1[CH2:3][O:4][C:5]1[C:17]2[C:16]3[C:11](=[CH:12][CH:13]=[CH:14][CH:15]=3)[NH:10][C:9]=2[CH:8]=[CH:7][CH:6]=1.[CH3:19][O:20][C:21]1[CH:28]=[C:27]([O:29][CH3:30])[CH:26]=[CH:25][C:22]=1[CH2:23][NH2:24]. (7) Given the product [CH3:37][O:38][C:39]([NH:1][C:2]1[N:6]([C:7]2[N:8]=[C:9]([N:19]3[CH2:20][CH2:21][O:22][CH2:23][CH2:24]3)[N:10]=[C:11]([N:13]3[CH2:14][CH2:15][O:16][CH2:17][CH2:18]3)[N:12]=2)[C:5]2[CH:25]=[CH:26][CH:27]=[CH:28][C:4]=2[N:3]=1)=[O:40], predict the reactants needed to synthesize it. The reactants are: [NH2:1][C:2]1[N:6]([C:7]2[N:12]=[C:11]([N:13]3[CH2:18][CH2:17][O:16][CH2:15][CH2:14]3)[N:10]=[C:9]([N:19]3[CH2:24][CH2:23][O:22][CH2:21][CH2:20]3)[N:8]=2)[C:5]2[CH:25]=[CH:26][CH:27]=[CH:28][C:4]=2[N:3]=1.[H-].[Na+].CN(C=O)C.Cl[CH2:37][O:38][CH:39]=[O:40]. (8) The reactants are: [NH2:1][C:2]1[CH:3]=[C:4]([NH:9][C:10](=[O:22])[C:11]2[CH:16]=[CH:15][C:14]([C:17]([F:20])([F:19])[F:18])=[N:13][C:12]=2[CH3:21])[CH:5]=[CH:6][C:7]=1[Cl:8].[Cl:23][C:24]1[CH:25]=[C:26]([CH:30]=[CH:31][C:32]=1[F:33])[C:27](O)=[O:28]. Given the product [Cl:8][C:7]1[CH:6]=[CH:5][C:4]([NH:9][C:10](=[O:22])[C:11]2[CH:16]=[CH:15][C:14]([C:17]([F:20])([F:19])[F:18])=[N:13][C:12]=2[CH3:21])=[CH:3][C:2]=1[NH:1][C:27](=[O:28])[C:26]1[CH:30]=[CH:31][C:32]([F:33])=[C:24]([Cl:23])[CH:25]=1, predict the reactants needed to synthesize it. (9) Given the product [ClH:1].[ClH:1].[NH:2]1[C:6]2[CH:7]=[CH:8][CH:9]=[CH:10][C:5]=2[N:4]=[C:3]1[C@H:11]([NH:21][C:37]([NH:36][CH2:35][C:30]1[CH:31]=[CH:32][CH:33]=[CH:34][C:29]=1[CH2:28][N:25]1[CH2:26][CH2:27][O:22][CH2:23][CH2:24]1)=[O:38])[CH2:12][C:13]1[CH:18]=[CH:17][C:16]([O:19][CH3:20])=[CH:15][CH:14]=1, predict the reactants needed to synthesize it. The reactants are: [ClH:1].[NH:2]1[C:6]2[CH:7]=[CH:8][CH:9]=[CH:10][C:5]=2[N:4]=[C:3]1[C@H:11]([NH2:21])[CH2:12][C:13]1[CH:18]=[CH:17][C:16]([O:19][CH3:20])=[CH:15][CH:14]=1.[O:22]1[CH2:27][CH2:26][N:25]([CH2:28][C:29]2[CH:34]=[CH:33][CH:32]=[CH:31][C:30]=2[CH2:35][NH2:36])[CH2:24][CH2:23]1.[C:37](O)(C(F)(F)F)=[O:38]. (10) Given the product [CH3:1][C:2]1[C:7]2([CH2:6][CH2:5][C:4]([CH3:10])([CH3:9])[C:3]=1/[CH:11]=[CH:12]/[C:13]([O:15][CH3:16])=[O:14])[S:20][CH2:17][CH2:18][S:19]2, predict the reactants needed to synthesize it. The reactants are: [CH3:1][C:2]1[C:7](=O)[CH2:6][CH2:5][C:4]([CH3:10])([CH3:9])[C:3]=1/[CH:11]=[CH:12]/[C:13]([O:15][CH3:16])=[O:14].[CH2:17]([SH:20])[CH2:18][SH:19].